From a dataset of Forward reaction prediction with 1.9M reactions from USPTO patents (1976-2016). Predict the product of the given reaction. Given the reactants [Li]CCCC.Br[C:7]1[CH:8]=[C:9]2[C:17](=[CH:18][CH:19]=1)[N:16]([CH3:20])[C:15]1[C:14]3[CH:21]=[CH:22][CH:23]=[CH:24][C:13]=3[O:12][CH2:11][C:10]2=1.[C:25](=[O:27])=[O:26], predict the reaction product. The product is: [CH3:20][N:16]1[C:15]2[C:14]3[CH:21]=[CH:22][CH:23]=[CH:24][C:13]=3[O:12][CH2:11][C:10]=2[C:9]2[C:17]1=[CH:18][CH:19]=[C:7]([C:25]([OH:27])=[O:26])[CH:8]=2.